From a dataset of Forward reaction prediction with 1.9M reactions from USPTO patents (1976-2016). Predict the product of the given reaction. (1) The product is: [CH2:1]([O:3][C:4]([C:6]1[CH:35]=[CH:34][C:9]2[N:10]=[C:11]([NH:13][CH:14]3[CH2:19][CH2:18][N:17]([CH2:20][C:21]4[CH:26]=[C:25]([O:27][CH2:28][CH3:29])[C:24]([N:47]5[CH:51]=[CH:50][CH:49]=[CH:48]5)=[C:23]([O:31][CH2:32][CH3:33])[CH:22]=4)[CH2:16][CH2:15]3)[S:12][C:8]=2[CH:7]=1)=[O:5])[CH3:2]. Given the reactants [CH2:1]([O:3][C:4]([C:6]1[CH:35]=[CH:34][C:9]2[N:10]=[C:11]([NH:13][CH:14]3[CH2:19][CH2:18][N:17]([CH2:20][C:21]4[CH:26]=[C:25]([O:27][CH2:28][CH3:29])[C:24](F)=[C:23]([O:31][CH2:32][CH3:33])[CH:22]=4)[CH2:16][CH2:15]3)[S:12][C:8]=2[CH:7]=1)=[O:5])[CH3:2].C(OC1C=C(C=C(OCC)C=1[N:47]1[CH:51]=[CH:50][CH:49]=[CH:48]1)C=O)C.C([BH3-])#N.[Na+].C(N(C(C)C)C(C)C)C, predict the reaction product. (2) Given the reactants [Cl:1][C:2]1[NH:10][C:9]2[C:8](=[O:11])[N:7]([CH2:12][CH2:13][CH2:14][NH:15]C(=O)OC(C)(C)C)[C:6](=[O:23])[N:5]([CH2:24][CH2:25][CH2:26][CH2:27][CH3:28])[C:4]=2[N:3]=1.Cl, predict the reaction product. The product is: [ClH:1].[NH2:15][CH2:14][CH2:13][CH2:12][N:7]1[C:8](=[O:11])[C:9]2[NH:10][C:2]([Cl:1])=[N:3][C:4]=2[N:5]([CH2:24][CH2:25][CH2:26][CH2:27][CH3:28])[C:6]1=[O:23]. (3) Given the reactants [F:1][C:2]1[CH:7]=[CH:6][C:5]([O:8]C)=[CH:4][C:3]=1[CH2:10][CH2:11][C:12]([O:14][CH2:15][CH3:16])=[O:13].B(Br)(Br)Br.O, predict the reaction product. The product is: [F:1][C:2]1[CH:7]=[CH:6][C:5]([OH:8])=[CH:4][C:3]=1[CH2:10][CH2:11][C:12]([O:14][CH2:15][CH3:16])=[O:13]. (4) Given the reactants [Cl:1][C:2]1[CH:3]=[C:4]([NH:19][C:20]2[C:30]3[CH:29]=[C:28]([C:31](O)=[O:32])[CH2:27][CH2:26][NH:25][C:24]=3[N:23]=[CH:22][N:21]=2)[CH:5]=[CH:6][C:7]=1[O:8][C:9]1[CH:14]=[CH:13][CH:12]=[C:11]([C:15]([F:18])([F:17])[F:16])[CH:10]=1.[NH2:34][C@H:35]1[CH2:40][CH2:39][C@H:38]([OH:41])[CH2:37][CH2:36]1.Cl.C(N=C=NCCCN(C)C)C.O.ON1C2C=CC=CC=2N=N1, predict the reaction product. The product is: [Cl:1][C:2]1[CH:3]=[C:4]([NH:19][C:20]2[C:30]3[CH:29]=[C:28]([C:31]([NH:34][C@H:35]4[CH2:40][CH2:39][C@H:38]([OH:41])[CH2:37][CH2:36]4)=[O:32])[CH2:27][CH2:26][NH:25][C:24]=3[N:23]=[CH:22][N:21]=2)[CH:5]=[CH:6][C:7]=1[O:8][C:9]1[CH:14]=[CH:13][CH:12]=[C:11]([C:15]([F:18])([F:17])[F:16])[CH:10]=1.